From a dataset of Full USPTO retrosynthesis dataset with 1.9M reactions from patents (1976-2016). Predict the reactants needed to synthesize the given product. (1) Given the product [F:47][C:48]1[CH:49]=[CH:50][C:51]2[N:52]([CH:54]=[C:55]([CH2:57][C@@H:58]3[CH2:63][CH2:62][CH2:61][CH2:60][N:59]3[C:7]([C:5]3[N:6]=[C:2]([CH3:1])[S:3][C:4]=3[C:10]3[CH:15]=[CH:14][CH:13]=[CH:12][CH:11]=3)=[O:9])[N:56]=2)[CH:53]=1, predict the reactants needed to synthesize it. The reactants are: [CH3:1][C:2]1[S:3][C:4]([C:10]2[CH:15]=[CH:14][CH:13]=[CH:12][CH:11]=2)=[C:5]([C:7]([OH:9])=O)[N:6]=1.CCN(C(C)C)C(C)C.CN(C(ON1N=NC2C=CC=CC1=2)=[N+](C)C)C.[B-](F)(F)(F)F.[F:47][C:48]1[CH:49]=[CH:50][C:51]2[N:52]([CH:54]=[C:55]([CH2:57][C@@H:58]3[CH2:63][CH2:62][CH2:61][CH2:60][NH:59]3)[N:56]=2)[CH:53]=1. (2) Given the product [Cl:19][C:20]1[CH:25]=[CH:24][C:23]([C:2]2[N:6]([CH2:7][CH2:8][O:9][CH3:10])[CH:5]=[N:4][C:3]=2[C:11]2[CH:16]=[C:15]([C:17]#[N:18])[CH:14]=[CH:13][N:12]=2)=[CH:22][C:21]=1[F:29], predict the reactants needed to synthesize it. The reactants are: Br[C:2]1[N:6]([CH2:7][CH2:8][O:9][CH3:10])[CH:5]=[N:4][C:3]=1[C:11]1[CH:16]=[C:15]([C:17]#[N:18])[CH:14]=[CH:13][N:12]=1.[Cl:19][C:20]1[CH:25]=[CH:24][C:23](B(O)O)=[CH:22][C:21]=1[F:29]. (3) The reactants are: [CH3:1][O:2][C:3]1[CH:12]=[C:11]2[C:6]([CH2:7][CH2:8][NH:9][C:10]2=[O:13])=[CH:5][CH:4]=1.C1C(=O)N([Cl:21])C(=O)C1.C([O-])([O-])=O.[Na+].[Na+]. Given the product [Cl:21][C:12]1[C:3]([O:2][CH3:1])=[CH:4][CH:5]=[C:6]2[C:11]=1[C:10](=[O:13])[NH:9][CH2:8][CH2:7]2, predict the reactants needed to synthesize it. (4) Given the product [OH:1][CH2:2][C:3]([NH:6][C:7]([C:9]1[C:17]2[C:12](=[N:13][CH:14]=[C:15]([N:18]3[C:26]4[C:21](=[CH:22][CH:23]=[CH:24][CH:25]=4)[C:20]([O:27][CH3:28])=[N:19]3)[N:16]=2)[NH:11][CH:10]=1)=[O:8])([CH3:5])[CH3:4], predict the reactants needed to synthesize it. The reactants are: [OH:1][CH2:2][C:3]([NH:6][C:7]([C:9]1[C:17]2[C:12](=[N:13][CH:14]=[C:15]([N:18]3[C:26]4[C:21](=[CH:22][CH:23]=[CH:24][CH:25]=4)[C:20]([O:27][CH3:28])=[N:19]3)[N:16]=2)[N:11](COCC[Si](C)(C)C)[CH:10]=1)=[O:8])([CH3:5])[CH3:4].FC(F)(F)C(O)=O. (5) Given the product [F:26][C:2]([F:1])([F:27])[S:3]([O:6][C:7]1[CH:16]=[C:15]2[C:10]([CH:11]([C:18]3[CH:23]=[CH:22][C:21]([Cl:24])=[C:20]([Cl:25])[CH:19]=3)[CH2:12][NH:13][CH2:14]2)=[CH:9][CH:8]=1)(=[O:4])=[O:5], predict the reactants needed to synthesize it. The reactants are: [F:1][C:2]([F:27])([F:26])[S:3]([O:6][C:7]1[CH:16]=[C:15]2[C:10]([CH:11]([C:18]3[CH:23]=[CH:22][C:21]([Cl:24])=[C:20]([Cl:25])[CH:19]=3)[CH2:12][N:13](C)[CH2:14]2)=[CH:9][CH:8]=1)(=[O:5])=[O:4].CN(C)C1C2C(=CC=CC=2N(C)C)C=CC=1.ClC(OC(Cl)C)=O. (6) The reactants are: N1C2C(=CC=CC=2)C(CC(=O)C(O)=O)=C1.[OH-:16].[Na+].C(O)(=O)C(C)=O.[OH:24][C:25]([CH2:35][C:36]1[C:44]2[C:39](=[CH:40][CH:41]=[CH:42][CH:43]=2)[NH:38][CH:37]=1)([C:32]([OH:34])=[O:33])[CH2:26][C:27](=O)[C:28]([OH:30])=[O:29].Cl.[NH2:46]O.Cl. Given the product [OH:24][C:25]([CH2:35][C:36]1[C:44]2[C:39](=[CH:40][CH:41]=[CH:42][CH:43]=2)[NH:38][CH:37]=1)([C:32]([OH:34])=[O:33])[CH2:26][C:27](=[N:46][OH:16])[C:28]([OH:30])=[O:29], predict the reactants needed to synthesize it. (7) The reactants are: FC(F)(F)C(O)=O.C(OC([N:15]1[CH2:27][C:26]2[S:25][C:24]3[N:23]=[C:22]([S:28][CH2:29][C:30]([O:32][CH2:33][CH3:34])=[O:31])[N:21]([C:35]4[CH:40]=[CH:39][CH:38]=[C:37]([F:41])[CH:36]=4)[C:20](=[O:42])[C:19]=3[C:18]=2[CH2:17][CH2:16]1)=O)(C)(C)C.[OH-].[Na+]. Given the product [CH2:33]([O:32][C:30](=[O:31])[CH2:29][S:28][C:22]1[N:21]([C:35]2[CH:40]=[CH:39][CH:38]=[C:37]([F:41])[CH:36]=2)[C:20](=[O:42])[C:19]2[C:18]3[CH2:17][CH2:16][NH:15][CH2:27][C:26]=3[S:25][C:24]=2[N:23]=1)[CH3:34], predict the reactants needed to synthesize it.